The task is: Predict the reactants needed to synthesize the given product.. This data is from Full USPTO retrosynthesis dataset with 1.9M reactions from patents (1976-2016). (1) Given the product [C:50]([C:49]([NH:48][C:8](=[O:10])[C:7]1[CH:6]=[CH:5][C:4]([O:3][C:2]([F:1])([F:14])[F:13])=[CH:12][CH:11]=1)([CH3:70])[CH2:52][O:53][C:54]1[CH:55]=[CH:56][C:57]2[CH2:61][O:60][B:59]([OH:62])[C:58]=2[C:63]=1[C:64]1[CH:69]=[CH:68][CH:67]=[CH:66][CH:65]=1)#[N:51], predict the reactants needed to synthesize it. The reactants are: [F:1][C:2]([F:14])([F:13])[O:3][C:4]1[CH:12]=[CH:11][C:7]([C:8]([OH:10])=O)=[CH:6][CH:5]=1.CN(C(ON1N=NC2C=CC=NC1=2)=[N+](C)C)C.F[P-](F)(F)(F)(F)F.CCN(C(C)C)C(C)C.[NH2:48][C:49]([CH3:70])([CH2:52][O:53][C:54]1[CH:55]=[CH:56][C:57]2[CH2:61][O:60][B:59]([OH:62])[C:58]=2[C:63]=1[C:64]1[CH:69]=[CH:68][CH:67]=[CH:66][CH:65]=1)[C:50]#[N:51]. (2) The reactants are: [CH2:1]([C:3]1[CH:4]=[C:5]([CH3:24])[C:6]([N:9]2[CH2:14][CH2:13][N:12]([C:15]([C:17]3[CH:22]=[CH:21][C:20](I)=[CH:19][CH:18]=3)=[O:16])[CH2:11][CH2:10]2)=[N:7][CH:8]=1)[CH3:2].[S:25]1(=[O:31])(=[O:30])[CH2:29][CH2:28][CH2:27][NH:26]1. Given the product [O:30]=[S:25]1(=[O:31])[CH2:29][CH2:28][CH2:27][N:26]1[C:20]1[CH:21]=[CH:22][C:17]([C:15]([N:12]2[CH2:13][CH2:14][N:9]([C:6]3[C:5]([CH3:24])=[CH:4][C:3]([CH2:1][CH3:2])=[CH:8][N:7]=3)[CH2:10][CH2:11]2)=[O:16])=[CH:18][CH:19]=1, predict the reactants needed to synthesize it. (3) Given the product [C:1]1([C@H:11]([NH:13][CH2:14][CH:15]2[CH:20]([C:21]3[CH:26]=[CH:25][CH:24]=[CH:23][CH:22]=3)[CH2:19][CH2:18][N:17]([C:27]([O:29][C:30]3[CH:31]=[CH:32][C:33]([C:36]([OH:38])=[O:37])=[CH:34][CH:35]=3)=[O:28])[CH2:16]2)[CH3:12])[C:10]2[C:5](=[CH:6][CH:7]=[CH:8][CH:9]=2)[CH:4]=[CH:3][CH:2]=1, predict the reactants needed to synthesize it. The reactants are: [C:1]1([C@H:11]([NH:13][CH2:14][CH:15]2[CH:20]([C:21]3[CH:26]=[CH:25][CH:24]=[CH:23][CH:22]=3)[CH2:19][CH2:18][N:17]([C:27]([O:29][C:30]3[CH:35]=[CH:34][C:33]([C:36]([O:38]C)=[O:37])=[CH:32][CH:31]=3)=[O:28])[CH2:16]2)[CH3:12])[C:10]2[C:5](=[CH:6][CH:7]=[CH:8][CH:9]=2)[CH:4]=[CH:3][CH:2]=1.C1COCC1.[OH-].[Na+].Cl. (4) Given the product [C:1]([NH:4][C:5]1[CH:14]=[C:13](/[C:15](=[N:16]/[CH:17]=[CH:23][C:22]2[CH:31]=[CH:32][C:27]([C:25]#[N:26])=[CH:28][CH:29]=2)/[CH:20]=[CH2:19])[CH:12]=[CH:11][C:6]=1[C:7]([O:9][CH3:10])=[O:8])(=[O:3])[CH3:2], predict the reactants needed to synthesize it. The reactants are: [C:1]([NH:4][C:5]1[CH:14]=[C:13]([C:15]2[CH:20]=[CH:19]N3N=[CH:22][C:23](I)=[C:17]3[N:16]=2)[CH:12]=[CH:11][C:6]=1[C:7]([O:9][CH3:10])=[O:8])(=[O:3])[CH3:2].[C:25]([C:27]1[CH:32]=[CH:31]C(B(O)O)=[CH:29][CH:28]=1)#[N:26].[O-]P([O-])([O-])=O.[K+].[K+].[K+].O. (5) Given the product [F:1][C:2]1[CH:30]=[CH:29][CH:28]=[CH:27][C:3]=1[CH2:4][N:5]([CH2:7][CH2:8][O:9][C:10]1[CH:15]=[CH:14][C:13]([C:16](=[O:26])[CH2:17][CH2:18][C:19]([OH:21])=[O:20])=[CH:12][CH:11]=1)[CH3:6], predict the reactants needed to synthesize it. The reactants are: [F:1][C:2]1[CH:30]=[CH:29][CH:28]=[CH:27][C:3]=1[CH2:4][N:5]([CH2:7][CH2:8][O:9][C:10]1[CH:15]=[CH:14][C:13]([C:16](=[O:26])[CH2:17][CH2:18][C:19]([O:21]C(C)(C)C)=[O:20])=[CH:12][CH:11]=1)[CH3:6].FC(F)(F)C(O)=O. (6) Given the product [Br:1][C:2]1[CH:3]=[C:4]([CH3:10])[C:5]([S:8]([CH3:9])(=[O:19])=[O:22])=[N:6][CH:7]=1, predict the reactants needed to synthesize it. The reactants are: [Br:1][C:2]1[CH:3]=[C:4]([CH3:10])[C:5]([S:8][CH3:9])=[N:6][CH:7]=1.C1C=C(Cl)C=C(C(OO)=[O:19])C=1.[OH-:22].[Na+].